This data is from Catalyst prediction with 721,799 reactions and 888 catalyst types from USPTO. The task is: Predict which catalyst facilitates the given reaction. (1) Reactant: [Cl:1][C:2]1[C:11]([CH3:12])=[CH:10][C:9]([N+:13]([O-])=O)=[C:8]2[C:3]=1[CH:4]=[CH:5][CH:6]=[N:7]2.[Sn](Cl)Cl. Product: [Cl:1][C:2]1[C:11]([CH3:12])=[CH:10][C:9]([NH2:13])=[C:8]2[C:3]=1[CH:4]=[CH:5][CH:6]=[N:7]2. The catalyst class is: 33. (2) Reactant: C(N(CC)CC)C.Cl.[CH3:9][S:10]([CH2:13][CH2:14][NH2:15])(=[O:12])=[O:11].[Cl:16][C:17]1[CH:18]=[C:19]([NH:32][C:33]2[C:42]3[C:37](=[CH:38][CH:39]=[C:40]([C:43]4[O:47][C:46]([CH:48]=O)=[CH:45][CH:44]=4)[CH:41]=3)[N:36]=[CH:35][N:34]=2)[CH:20]=[CH:21][C:22]=1[O:23][CH2:24][C:25]1[CH:30]=[CH:29][CH:28]=[C:27]([F:31])[CH:26]=1.[BH-](OC(C)=O)(OC(C)=O)OC(C)=O.[Na+].C(=O)(O)[O-].[Na+].CC(OC(O[C:77]([O:79][C:80]([CH3:83])([CH3:82])[CH3:81])=[O:78])=O)(C)C. The catalyst class is: 168. Product: [Cl:16][C:17]1[CH:18]=[C:19]([NH:32][C:33]2[C:42]3[C:37](=[CH:38][CH:39]=[C:40]([C:43]4[O:47][C:46]([CH2:48][N:15]([CH2:14][CH2:13][S:10]([CH3:9])(=[O:12])=[O:11])[C:77](=[O:78])[O:79][C:80]([CH3:81])([CH3:82])[CH3:83])=[CH:45][CH:44]=4)[CH:41]=3)[N:36]=[CH:35][N:34]=2)[CH:20]=[CH:21][C:22]=1[O:23][CH2:24][C:25]1[CH:30]=[CH:29][CH:28]=[C:27]([F:31])[CH:26]=1. (3) Reactant: [CH3:1][CH:2]([CH3:17])[C@H:3]([NH:8][C:9](=[O:16])[C:10]1[CH:15]=[CH:14][CH:13]=[CH:12][N:11]=1)[C:4]([O:6][CH3:7])=[O:5].C(OI(C1C=CC=CC=1)OC(=O)C)(=O)C.CC(O)=O. Product: [CH3:1][CH:2]1[CH2:17][N:8]([C:9](=[O:16])[C:10]2[CH:15]=[CH:14][CH:13]=[CH:12][N:11]=2)[C@@H:3]1[C:4]([O:6][CH3:7])=[O:5]. The catalyst class is: 222. (4) Reactant: [Br:1][C:2]1[CH:31]=[CH:30][CH:29]=[C:28]([C:32]([F:35])([F:34])[F:33])[C:3]=1[CH2:4][N:5]1[C:13]2[C:8](=[C:9]([F:14])[CH:10]=[CH:11][CH:12]=2)[C:7]([C:15]2[C:24]([F:25])=[CH:23][C:18]([C:19]([O:21]C)=[O:20])=[C:17]([O:26]C)[CH:16]=2)=[N:6]1.B(Br)(Br)Br. The catalyst class is: 2. Product: [Br:1][C:2]1[CH:31]=[CH:30][CH:29]=[C:28]([C:32]([F:33])([F:34])[F:35])[C:3]=1[CH2:4][N:5]1[C:13]2[C:8](=[C:9]([F:14])[CH:10]=[CH:11][CH:12]=2)[C:7]([C:15]2[C:24]([F:25])=[CH:23][C:18]([C:19]([OH:21])=[O:20])=[C:17]([OH:26])[CH:16]=2)=[N:6]1. (5) Reactant: [CH2:1](C1[O:5][CH2:4]1)Cl.[OH:6][C:7]1[CH:12]=[CH:11][C:10](C([C:29]2[CH:34]=[CH:33][C:32]([OH:35])=[CH:31][CH:30]=2)C([C:29]2[CH:30]=[CH:31][C:32]([OH:35])=[CH:33][CH:34]=2)[C:10]2[CH:11]=[CH:12][C:7]([OH:6])=[CH:8][CH:9]=2)=[CH:9][CH:8]=1. Product: [CH2:4]=[O:5].[C:7]1([OH:6])[CH:12]=[CH:11][CH:10]=[CH:9][CH:8]=1.[C:33]1([CH3:1])[C:32]([OH:35])=[CH:31][CH:30]=[CH:29][CH:34]=1. The catalyst class is: 28. (6) Reactant: [N+:1]([C:4]1[CH:13]=[CH:12][CH:11]=[C:10]2[C:5]=1[CH:6]=[CH:7]O[C:9]2=[O:14])([O-:3])=[O:2].[CH2:15]([NH2:22])[C:16]1[CH:21]=[CH:20][CH:19]=[CH:18][CH:17]=1. Product: [CH2:15]([N:22]1[CH:7]=[CH:6][C:5]2[C:10](=[CH:11][CH:12]=[CH:13][C:4]=2[N+:1]([O-:3])=[O:2])[C:9]1=[O:14])[C:16]1[CH:21]=[CH:20][CH:19]=[CH:18][CH:17]=1. The catalyst class is: 27. (7) Reactant: [NH2:1][C:2]1[N:7]=[N:6][C:5]([N:8]2[CH2:13][CH2:12][N:11]([C:14]([C:16]3[CH:21]=[CH:20][CH:19]=[CH:18][C:17]=3[C:22]([F:25])([F:24])[F:23])=[O:15])[CH2:10][CH2:9]2)=[CH:4][CH:3]=1.Cl[C:27]([O:29][C:30](Cl)(Cl)Cl)=[O:28].[CH3:34][C:35]([CH3:40])([CH3:39])[CH2:36]CO.C(N(CC)CC)C. Product: [CH3:34][C:35]([CH3:40])([CH3:39])[CH2:36][CH2:30][O:29][C:27](=[O:28])[NH:1][C:2]1[N:7]=[N:6][C:5]([N:8]2[CH2:9][CH2:10][N:11]([C:14](=[O:15])[C:16]3[CH:21]=[CH:20][CH:19]=[CH:18][C:17]=3[C:22]([F:25])([F:24])[F:23])[CH2:12][CH2:13]2)=[CH:4][CH:3]=1. The catalyst class is: 12. (8) Reactant: [CH3:1][O:2][C:3]([C:5]1[CH:14]=[CH:13][C:12]2[C:7](=[CH:8][CH:9]=[CH:10][CH:11]=2)[C:6]=1[OH:15])=[O:4].[O:16]([CH2:23][CH:24](O)[CH3:25])[C:17]1[CH:22]=[CH:21][CH:20]=[CH:19][CH:18]=1.C1(P(C2C=CC=CC=2)C2C=CC=CC=2)C=CC=CC=1.CC(OC(/N=N/C(OC(C)C)=O)=O)C. Product: [CH3:1][O:2][C:3]([C:5]1[CH:14]=[CH:13][C:12]2[C:7](=[CH:8][CH:9]=[CH:10][CH:11]=2)[C:6]=1[O:15][CH:24]([CH3:25])[CH2:23][O:16][C:17]1[CH:22]=[CH:21][CH:20]=[CH:19][CH:18]=1)=[O:4]. The catalyst class is: 1. (9) Reactant: C([O:3][C:4]([C@H:6]1[CH2:11][CH2:10][C@H:9]([N:12]2[CH:16]=[CH:15][CH:14]=[N:13]2)[CH2:8][CH2:7]1)=[O:5])C.[OH-].[Na+].Cl. Product: [N:12]1([C@H:9]2[CH2:8][CH2:7][C@H:6]([C:4]([OH:5])=[O:3])[CH2:11][CH2:10]2)[CH:16]=[CH:15][CH:14]=[N:13]1. The catalyst class is: 12.